Dataset: Full USPTO retrosynthesis dataset with 1.9M reactions from patents (1976-2016). Task: Predict the reactants needed to synthesize the given product. The reactants are: [C:1]([C:5]1[N:6]=[C:7]([N:21]2[CH2:25][CH2:24][C@H:23]([OH:26])[CH2:22]2)[C:8]2[C:9](=[N:11][N:12]([CH2:14][C:15]3C(C)=N[O:17][N:16]=3)[N:13]=2)[N:10]=1)([CH3:4])([CH3:3])[CH3:2].[C:27]([C:31]1[N:32]=C(N2CC[C@H](OC(=O)C(F)(F)F)C2)C2N=NNC=2N=1)(C)(C)C.ClCC1N=C(C)ON=1. Given the product [C:1]([C:5]1[N:6]=[C:7]([N:21]2[CH2:25][CH2:24][C@H:23]([OH:26])[CH2:22]2)[C:8]2[C:9](=[N:11][N:12]([CH2:14][C:15]3[N:32]=[C:31]([CH3:27])[O:17][N:16]=3)[N:13]=2)[N:10]=1)([CH3:4])([CH3:2])[CH3:3], predict the reactants needed to synthesize it.